Predict the product of the given reaction. From a dataset of Forward reaction prediction with 1.9M reactions from USPTO patents (1976-2016). Given the reactants ClC1C=CC=C(C(OO)=[O:9])C=1.[CH2:12]([O:14][C:15]([C:17]1([C:20]2[CH:25]=[CH:24][C:23]([C:26]3[CH:31]=[CH:30][C:29]([C:32]4[O:36][N:35]=[C:34]([CH3:37])[C:33]=4[CH2:38][CH:39]=[CH2:40])=[CH:28][CH:27]=3)=[CH:22][CH:21]=2)[CH2:19][CH2:18]1)=[O:16])[CH3:13], predict the reaction product. The product is: [CH2:12]([O:14][C:15]([C:17]1([C:20]2[CH:25]=[CH:24][C:23]([C:26]3[CH:31]=[CH:30][C:29]([C:32]4[O:36][N:35]=[C:34]([CH3:37])[C:33]=4[CH2:38][CH:39]4[CH2:40][O:9]4)=[CH:28][CH:27]=3)=[CH:22][CH:21]=2)[CH2:19][CH2:18]1)=[O:16])[CH3:13].